This data is from Catalyst prediction with 721,799 reactions and 888 catalyst types from USPTO. The task is: Predict which catalyst facilitates the given reaction. (1) Reactant: [Br:1][C:2]1[C:10]2[N:9]=[CH:8][N:7]([CH2:11][C:12]3[CH:17]=[CH:16][CH:15]=[C:14]([C:18]([F:21])([F:20])[F:19])[C:13]=3[CH3:22])[C:6]=2[CH:5]=[C:4]([NH2:23])[CH:3]=1.[OH-].[Na+].Br[CH2:27][CH2:28][O:29][CH2:30][CH2:31]Br. Product: [Br:1][C:2]1[C:10]2[N:9]=[CH:8][N:7]([CH2:11][C:12]3[CH:17]=[CH:16][CH:15]=[C:14]([C:18]([F:19])([F:21])[F:20])[C:13]=3[CH3:22])[C:6]=2[CH:5]=[C:4]([N:23]2[CH2:31][CH2:30][O:29][CH2:28][CH2:27]2)[CH:3]=1. The catalyst class is: 682. (2) Reactant: [CH2:1]([NH:3][C:4]1[CH:5]=[C:6]([CH:15]=[CH:16][C:17]=1[N+:18]([O-])=O)[CH:7]=[C:8]1[S:12][C:11](=[O:13])[NH:10][C:9]1=[O:14])[CH3:2].S(S([O-])=O)([O-])=O.[Na+].[Na+].C([O-])([O-])=O.[K+].[K+]. Product: [CH2:1]([NH:3][C:4]1[CH:5]=[C:6]([CH:15]=[CH:16][C:17]=1[NH2:18])[CH:7]=[C:8]1[S:12][C:11](=[O:13])[NH:10][C:9]1=[O:14])[CH3:2]. The catalyst class is: 20. (3) Product: [F:59][CH2:2][CH2:1][NH:3][C:4](=[O:36])[NH:5][C:6]1[CH:7]=[CH:8][C:9]([C:12]2[N:13]=[C:14]([N:29]3[CH2:34][CH2:33][O:32][CH2:31][C@@H:30]3[CH3:35])[C:15]3[CH2:20][N:19]([C:22]([O:24][CH2:25][CH3:26])=[O:23])[CH2:18][C:16]=3[N:17]=2)=[CH:10][CH:11]=1. Reactant: [CH2:1]([NH:3][C:4](=[O:36])[NH:5][C:6]1[CH:11]=[CH:10][C:9]([C:12]2[N:13]=[C:14]([N:29]3[CH2:34][CH2:33][O:32][CH2:31][C@@H:30]3[CH3:35])[C:15]3C[CH2:20][N:19]([C:22]([O:24][C:25](C)(C)[CH3:26])=[O:23])[CH2:18][C:16]=3[N:17]=2)=[CH:8][CH:7]=1)[CH3:2].ClC1N=C(N2CCOC[C@@H]2C)C2CN(C(OCC)=O)CC=2N=1.[F:59]CCNC(NC1C=CC(B2OC(C)(C)C(C)(C)O2)=CC=1)=O. The catalyst class is: 140. (4) Reactant: [C:1]1([CH2:7][CH2:8][CH2:9][O:10][CH2:11][C:12]2[O:16][N:15]=[C:14]([C:17]([O:19]CC)=[O:18])[CH:13]=2)[CH:6]=[CH:5][CH:4]=[CH:3][CH:2]=1.[OH-].[Na+]. Product: [C:1]1([CH2:7][CH2:8][CH2:9][O:10][CH2:11][C:12]2[O:16][N:15]=[C:14]([C:17]([OH:19])=[O:18])[CH:13]=2)[CH:6]=[CH:5][CH:4]=[CH:3][CH:2]=1. The catalyst class is: 8. (5) Product: [C:19]([O:18][C:16]([NH:15][C@@H:10]([CH2:11][C:12](=[O:14])[CH2:39][N+:36]([O-:38])=[O:37])[C:9]([O:8][CH2:1][C:2]1[CH:3]=[CH:4][CH:5]=[CH:6][CH:7]=1)=[O:23])=[O:17])([CH3:22])([CH3:21])[CH3:20]. Reactant: [CH2:1]([O:8][C:9](=[O:23])[C@@H:10]([NH:15][C:16]([O:18][C:19]([CH3:22])([CH3:21])[CH3:20])=[O:17])[CH2:11][C:12]([OH:14])=O)[C:2]1[CH:7]=[CH:6][CH:5]=[CH:4][CH:3]=1.C(N1C=CN=C1)(N1C=CN=C1)=O.[N+:36]([CH3:39])([O-:38])=[O:37].CC(C)([O-])C.[K+].Cl. The catalyst class is: 7.